Dataset: Full USPTO retrosynthesis dataset with 1.9M reactions from patents (1976-2016). Task: Predict the reactants needed to synthesize the given product. (1) The reactants are: CC1C(C)=C(C)C(C)=C(C)C=1.CCCCCCC.B(Cl)(Cl)Cl.[S:23]1[C:27]2[CH:28]=[CH:29][CH:30]=[CH:31][C:26]=2[CH:25]=[C:24]1[CH2:32][C:33]1[CH:34]=[C:35]([C@@H:40]2[O:69][C@H:68]([CH2:70][O:71]CC3C=CC=CC=3)[C@@H:59]([O:60]CC3C=CC=CC=3)[C@H:50]([O:51]CC3C=CC=CC=3)[C@H:41]2[O:42]CC2C=CC=CC=2)[CH:36]=[CH:37][C:38]=1[F:39]. Given the product [S:23]1[C:27]2[CH:28]=[CH:29][CH:30]=[CH:31][C:26]=2[CH:25]=[C:24]1[CH2:32][C:33]1[CH:34]=[C:35]([C@@H:40]2[O:69][C@H:68]([CH2:70][OH:71])[C@@H:59]([OH:60])[C@H:50]([OH:51])[C@H:41]2[OH:42])[CH:36]=[CH:37][C:38]=1[F:39], predict the reactants needed to synthesize it. (2) Given the product [O:31]=[C:10]1[CH:11]=[CH:12][C:13]([C:15]2[O:19][N:18]=[C:17]([C:20]3[CH:25]=[CH:24][C:23]([O:26][C:27]([F:30])([F:29])[F:28])=[CH:22][CH:21]=3)[N:16]=2)=[CH:14][N:9]1[CH2:8][C:6]1[CH:5]=[CH:4][N:3]=[C:2]([N:37]2[CH2:38][CH2:39][CH:34]([C:32]#[N:33])[CH2:35][CH2:36]2)[CH:7]=1, predict the reactants needed to synthesize it. The reactants are: Cl[C:2]1[CH:7]=[C:6]([CH2:8][N:9]2[CH:14]=[C:13]([C:15]3[O:19][N:18]=[C:17]([C:20]4[CH:25]=[CH:24][C:23]([O:26][C:27]([F:30])([F:29])[F:28])=[CH:22][CH:21]=4)[N:16]=3)[CH:12]=[CH:11][C:10]2=[O:31])[CH:5]=[CH:4][N:3]=1.[C:32]([CH:34]1[CH2:39][CH2:38][NH:37][CH2:36][CH2:35]1)#[N:33]. (3) The reactants are: [Cl:1][C:2]1[CH:7]=[C:6]([OH:8])[CH:5]=[CH:4][C:3]=1[CH:9]([CH3:28])[C:10]([C:16]1[CH:27]=[CH:26][C:19]2[N:20]([CH3:25])[C:21](=[O:24])[N:22]([CH3:23])[C:18]=2[CH:17]=1)([OH:15])[C:11]([F:14])([F:13])[F:12].[F:29][C:30]1[CH:31]=[C:32]([CH:35]=[CH:36][C:37]=1F)[C:33]#[N:34].C([O-])([O-])=O.[Cs+].[Cs+].C(O)=O. Given the product [Cl:1][C:2]1[CH:7]=[C:6]([CH:5]=[CH:4][C:3]=1[CH:9]([CH3:28])[C:10]([C:16]1[CH:27]=[CH:26][C:19]2[N:20]([CH3:25])[C:21](=[O:24])[N:22]([CH3:23])[C:18]=2[CH:17]=1)([OH:15])[C:11]([F:12])([F:13])[F:14])[O:8][C:37]1[CH:36]=[CH:35][C:32]([C:33]#[N:34])=[CH:31][C:30]=1[F:29], predict the reactants needed to synthesize it. (4) Given the product [CH:1]1([N:4]([CH:5]2[CH2:10][CH2:9][N:8]([C:11]3[O:15][N:14]=[C:13]([CH:16]([CH3:18])[CH3:17])[N:12]=3)[CH2:7][CH2:6]2)[C:23](=[O:24])[C:22]2[CH:26]=[CH:27][C:28]([C:29]3[O:33][CH:32]=[N:31][CH:30]=3)=[C:20]([F:19])[CH:21]=2)[CH2:2][CH2:3]1, predict the reactants needed to synthesize it. The reactants are: [CH:1]1([NH:4][CH:5]2[CH2:10][CH2:9][N:8]([C:11]3[O:15][N:14]=[C:13]([CH:16]([CH3:18])[CH3:17])[N:12]=3)[CH2:7][CH2:6]2)[CH2:3][CH2:2]1.[F:19][C:20]1[CH:21]=[C:22]([CH:26]=[CH:27][C:28]=1[C:29]1[O:33][CH:32]=[N:31][CH:30]=1)[C:23](O)=[O:24]. (5) Given the product [ClH:40].[ClH:40].[NH2:10][CH2:11][CH2:12][S:13]([C:16]1[CH:25]=[C:24]([C:26]2[CH:31]=[CH:30][C:29]([OH:32])=[CH:28][CH:27]=2)[CH:23]=[C:22]2[C:17]=1[CH:18]=[CH:19][N:20]=[CH:21]2)(=[O:14])=[O:15], predict the reactants needed to synthesize it. The reactants are: C(O)C.C(OC(=O)[NH:10][CH2:11][CH2:12][S:13]([C:16]1[C:17]2[CH:18]=[CH:19][N:20]=[CH:21][C:22]=2[CH:23]=[C:24]([C:26]2[CH:31]=[CH:30][C:29]([O:32]C3CCCCO3)=[CH:28][CH:27]=2)[CH:25]=1)(=[O:15])=[O:14])(C)(C)C.[ClH:40]. (6) Given the product [Cl:19][C:20]1[CH:21]=[CH:22][C:23]([C:26]2[CH:27]=[CH:28][C:29]([C:32]#[C:33][C:2]3[CH:3]=[CH:4][C:5]([N:8]4[CH2:13][CH2:12][CH2:11][CH:10]([N:14]5[CH2:18][CH2:17][CH2:16][CH2:15]5)[CH2:9]4)=[N:6][CH:7]=3)=[N:30][CH:31]=2)=[CH:24][CH:25]=1, predict the reactants needed to synthesize it. The reactants are: I[C:2]1[CH:3]=[CH:4][C:5]([N:8]2[CH2:13][CH2:12][CH2:11][CH:10]([N:14]3[CH2:18][CH2:17][CH2:16][CH2:15]3)[CH2:9]2)=[N:6][CH:7]=1.[Cl:19][C:20]1[CH:25]=[CH:24][C:23]([C:26]2[CH:27]=[CH:28][C:29]([C:32]#[CH:33])=[N:30][CH:31]=2)=[CH:22][CH:21]=1. (7) Given the product [NH2:7][CH2:8][CH2:9][N:10]1[C:18]([C:19]2[CH:24]=[CH:23][CH:22]=[CH:21][CH:20]=2)=[C:17]2[C:12]([N:13]([CH3:28])[C:14](=[O:27])[N:15]([CH3:26])[C:16]2=[O:25])=[CH:11]1, predict the reactants needed to synthesize it. The reactants are: C(OC(=O)[NH:7][CH2:8][CH2:9][N:10]1[C:18]([C:19]2[CH:24]=[CH:23][CH:22]=[CH:21][CH:20]=2)=[C:17]2[C:12]([N:13]([CH3:28])[C:14](=[O:27])[N:15]([CH3:26])[C:16]2=[O:25])=[CH:11]1)(C)(C)C.FC(F)(F)C(O)=O.